Dataset: Catalyst prediction with 721,799 reactions and 888 catalyst types from USPTO. Task: Predict which catalyst facilitates the given reaction. (1) Reactant: [Si:1]([O:8][C@H:9]1[CH2:13][N:12]([C:14]([O:16][C:17]([CH3:20])([CH3:19])[CH3:18])=[O:15])[C@H:11]([C:21]([O:23][CH3:24])=[O:22])[CH2:10]1)([C:4]([CH3:7])([CH3:6])[CH3:5])([CH3:3])[CH3:2].[CH3:25][Si]([N-][Si](C)(C)C)(C)C.[Li+].IC. Product: [Si:1]([O:8][C@H:9]1[CH2:13][N:12]([C:14]([O:16][C:17]([CH3:18])([CH3:20])[CH3:19])=[O:15])[C:11]([CH3:25])([C:21]([O:23][CH3:24])=[O:22])[CH2:10]1)([C:4]([CH3:7])([CH3:6])[CH3:5])([CH3:2])[CH3:3]. The catalyst class is: 1. (2) Reactant: C(N(CC)C(C)C)(C)C.[CH3:10][C:11]1[CH:20]=[CH:19][C:18]2[C:13](=[C:14]([F:27])[CH:15]=[CH:16][C:17]=2[N:21]2[CH2:26][CH2:25][NH:24][CH2:23][CH2:22]2)[N:12]=1.CS(O[CH2:33][CH2:34][C:35]1[CH:40]=[CH:39][CH:38]=[C:37]([N+:41]([O-:43])=[O:42])[CH:36]=1)(=O)=O. Product: [F:27][C:14]1[CH:15]=[CH:16][C:17]([N:21]2[CH2:26][CH2:25][N:24]([CH2:33][CH2:34][C:35]3[CH:40]=[CH:39][CH:38]=[C:37]([N+:41]([O-:43])=[O:42])[CH:36]=3)[CH2:23][CH2:22]2)=[C:18]2[C:13]=1[N:12]=[C:11]([CH3:10])[CH:20]=[CH:19]2. The catalyst class is: 9. (3) Reactant: C[O:2][C:3]1[CH:4]=[C:5]([C:20](=[O:22])[CH3:21])[C:6]2[O:10][C:9]([C:11]3[CH:16]=[CH:15][C:14]([O:17]C)=[CH:13][CH:12]=3)=[CH:8][C:7]=2[CH:19]=1.Cl.N1C=CC=CC=1. Product: [OH:2][C:3]1[CH:4]=[C:5]([C:20](=[O:22])[CH3:21])[C:6]2[O:10][C:9]([C:11]3[CH:12]=[CH:13][C:14]([OH:17])=[CH:15][CH:16]=3)=[CH:8][C:7]=2[CH:19]=1. The catalyst class is: 6. (4) Reactant: C[O:2][C:3]([C:5]1[CH:10]=[C:9]([N:11]([C:19]([O:21][C:22]([CH3:25])([CH3:24])[CH3:23])=[O:20])[C:12]([O:14][C:15]([CH3:18])([CH3:17])[CH3:16])=[O:13])[N:8]=[C:7]([N:26]([C:34]([O:36][C:37]([CH3:40])([CH3:39])[CH3:38])=[O:35])[C:27]([O:29][C:30]([CH3:33])([CH3:32])[CH3:31])=[O:28])[N:6]=1)=O.[C:37]([O:36][C:34]([N:26]([C:27]([O:29][C:30]([CH3:33])([CH3:32])[CH3:31])=[O:28])[C:7]1[N:6]=[C:5]([CH2:3][OH:2])[CH:10]=[C:9]([N:11]([C:19]([O:21][C:22]([CH3:25])([CH3:24])[CH3:23])=[O:20])[C:12]([O:14][C:15]([CH3:16])([CH3:17])[CH3:18])=[O:13])[N:8]=1)=[O:35])([CH3:40])([CH3:39])[CH3:38].O.[BH4-].[Na+]. Product: [C:37]([O:36][C:34]([N:26]([C:27]([O:29][C:30]([CH3:33])([CH3:32])[CH3:31])=[O:28])[C:7]1[N:6]=[C:5]([CH2:3][OH:2])[CH:10]=[C:9]([N:11]([C:19]([O:21][C:22]([CH3:25])([CH3:24])[CH3:23])=[O:20])[C:12]([O:14][C:15]([CH3:17])([CH3:18])[CH3:16])=[O:13])[N:8]=1)=[O:35])([CH3:38])([CH3:39])[CH3:40]. The catalyst class is: 54. (5) Reactant: [N:1]([CH:4]1[CH:8]([O:9][CH2:10][CH3:11])[O:7][C:6](=[O:12])[CH2:5]1)=[N+]=[N-].[C:13]([O:17][C:18]([N:20]1[CH2:24][CH2:23][CH2:22][C@H:21]1[C:25](O)=[O:26])=[O:19])([CH3:16])([CH3:15])[CH3:14].C(N(C(C)C)CC)(C)C.C(Cl)CCl.C1C=CC2N(O)N=NC=2C=1. Product: [C:13]([O:17][C:18]([N:20]1[CH2:24][CH2:23][CH2:22][C@@H:21]1[C:25](=[O:26])[NH:1][CH:4]1[CH2:5][C:6](=[O:12])[O:7][CH:8]1[O:9][CH2:10][CH3:11])=[O:19])([CH3:16])([CH3:15])[CH3:14]. The catalyst class is: 153. (6) The catalyst class is: 5. Reactant: [CH:1]([NH:4][C:5]1[N:13]=[CH:12][N:11]=[C:10]2[C:6]=1[N:7]=[CH:8][N:9]2[C@H:14]1[C@@H:18]2[O:19][C:20]([CH3:23])([CH3:22])[O:21][C@@H:17]2[C@@H:16]([C:24]([OH:26])=[O:25])[O:15]1)([CH3:3])[CH3:2].[CH2:27](OC1C=CC2C(=CC=CC=2)N1C(OCC)=O)C. Product: [CH3:27][O:25][C:24]([C@@H:16]1[C@@H:17]2[C@@H:18]([O:19][C:20]([CH3:22])([CH3:23])[O:21]2)[C@H:14]([N:9]2[CH:8]=[N:7][C:6]3[C:10]2=[N:11][CH:12]=[N:13][C:5]=3[NH:4][CH:1]([CH3:3])[CH3:2])[O:15]1)=[O:26]. (7) Reactant: [OH-].[Na+].[F:3][C:4]1[CH:5]=[CH:6][CH:7]=[C:8]2[C:13]=1[N:12]=[C:11]([N:14]1[CH2:19][CH2:18][N:17]([C:20]3[CH:25]=[CH:24][CH:23]=[C:22]([O:26][CH3:27])[CH:21]=3)[CH2:16][CH2:15]1)[N:10]([C:28]1[CH:33]=[C:32]([C:34]([F:37])([F:36])[F:35])[CH:31]=[CH:30][C:29]=1[O:38][CH3:39])[CH:9]2[CH2:40][C:41]([O:43]C)=[O:42]. Product: [F:3][C:4]1[CH:5]=[CH:6][CH:7]=[C:8]2[C:13]=1[N:12]=[C:11]([N:14]1[CH2:15][CH2:16][N:17]([C:20]3[CH:25]=[CH:24][CH:23]=[C:22]([O:26][CH3:27])[CH:21]=3)[CH2:18][CH2:19]1)[N:10]([C:28]1[CH:33]=[C:32]([C:34]([F:37])([F:36])[F:35])[CH:31]=[CH:30][C:29]=1[O:38][CH3:39])[CH:9]2[CH2:40][C:41]([OH:43])=[O:42]. The catalyst class is: 12. (8) Reactant: [F:1][C:2]1[C:7]([O:8][CH3:9])=[CH:6][CH:5]=[C:4]([F:10])[C:3]=1[C:11]1[CH:12]=[C:13]2[C:18](=[CH:19][CH:20]=1)[N:17]=[C:16]([NH:21][C@@H:22]1[CH2:26][CH2:25][CH2:24][C@@H:23]1[NH2:27])[N:15]=[CH:14]2.[C:28](O)(=[O:31])[C:29]#[CH:30].CN(C(ON1N=NC2C=CC=NC1=2)=[N+](C)C)C.F[P-](F)(F)(F)(F)F.CCN(C(C)C)C(C)C. Product: [F:1][C:2]1[C:7]([O:8][CH3:9])=[CH:6][CH:5]=[C:4]([F:10])[C:3]=1[C:11]1[CH:12]=[C:13]2[C:18](=[CH:19][CH:20]=1)[N:17]=[C:16]([NH:21][C@@H:22]1[CH2:26][CH2:25][CH2:24][C@@H:23]1[NH:27][C:28](=[O:31])[C:29]#[CH:30])[N:15]=[CH:14]2. The catalyst class is: 4. (9) Product: [NH2:14][C:15]1[CH2:21][C:20]([C:22]([O:24][CH2:25][CH3:26])=[O:23])=[CH:19][C:18]2[CH:27]=[C:28]([C:5]3[CH:6]=[CH:7][CH:8]=[C:3]([C:2]([F:13])([F:12])[F:1])[CH:4]=3)[CH:29]=[CH:30][C:17]=2[N:16]=1. The catalyst class is: 109. Reactant: [F:1][C:2]([F:13])([F:12])[C:3]1[CH:4]=[C:5](B(O)O)[CH:6]=[CH:7][CH:8]=1.[NH2:14][C:15]1[CH2:21][C:20]([C:22]([O:24][CH2:25][CH3:26])=[O:23])=[CH:19][C:18]2[CH:27]=[C:28](Br)[CH:29]=[CH:30][C:17]=2[N:16]=1.C(=O)([O-])[O-].[Cs+].[Cs+].